This data is from Catalyst prediction with 721,799 reactions and 888 catalyst types from USPTO. The task is: Predict which catalyst facilitates the given reaction. (1) Reactant: [Si:1]([O:18][C@H:19]1[C:28]2[C:23](=[CH:24][CH:25]=[CH:26][CH:27]=2)[C@H:22]([NH:29]C(=O)C(F)(F)F)[CH2:21][CH2:20]1)([C:14]([CH3:17])([CH3:16])[CH3:15])([C:8]1[CH:13]=[CH:12][CH:11]=[CH:10][CH:9]=1)[C:2]1[CH:7]=[CH:6][CH:5]=[CH:4][CH:3]=1.[OH-].[Na+]. Product: [Si:1]([O:18][C@H:19]1[C:28]2[C:23](=[CH:24][CH:25]=[CH:26][CH:27]=2)[C@H:22]([NH2:29])[CH2:21][CH2:20]1)([C:14]([CH3:16])([CH3:17])[CH3:15])([C:8]1[CH:9]=[CH:10][CH:11]=[CH:12][CH:13]=1)[C:2]1[CH:7]=[CH:6][CH:5]=[CH:4][CH:3]=1. The catalyst class is: 24. (2) Reactant: [OH-].[K+].[F:3][C:4]([F:22])([F:21])[C:5]1[N:9]2[N:10]=[C:11]([N:14]3[CH2:19][CH2:18][C:17](=O)[CH2:16][CH2:15]3)[CH2:12][CH2:13][C:8]2=[N:7][N:6]=1.[NH:23]1[C:31]2[C:26](=[CH:27][CH:28]=[CH:29][CH:30]=2)[CH:25]=[CH:24]1. Product: [NH:23]1[C:31]2[C:26](=[CH:27][CH:28]=[CH:29][CH:30]=2)[C:25]([C:17]2[CH2:18][CH2:19][N:14]([C:11]3[CH2:12][CH2:13][C:8]4[N:9]([C:5]([C:4]([F:22])([F:21])[F:3])=[N:6][N:7]=4)[N:10]=3)[CH2:15][CH:16]=2)=[CH:24]1. The catalyst class is: 5. (3) Product: [Br:27][C:5]1[C:6]2[CH2:7][C@@H:8]3[CH2:17][NH:16][CH2:15][CH2:14][N:9]3[C:10](=[O:13])[C:11]=2[CH:12]=[C:3]([C:2]([F:1])([F:18])[F:19])[CH:4]=1. The catalyst class is: 82. Reactant: [F:1][C:2]([F:19])([F:18])[C:3]1[CH:4]=[CH:5][C:6]2[CH2:7][C@@H:8]3[CH2:17][NH:16][CH2:15][CH2:14][N:9]3[C:10](=[O:13])[C:11]=2[CH:12]=1.C1C(=O)N([Br:27])C(=O)C1. (4) Reactant: Cl[C:2]1[CH:7]=[CH:6][C:5]([N+:8]([O-:10])=[O:9])=[CH:4][CH:3]=1.[CH3:11][S:12][C:13]1[CH:18]=[CH:17][C:16]([OH:19])=[CH:15][CH:14]=1.C(=O)([O-])[O-].[K+].[K+].O. Product: [CH3:11][S:12][C:13]1[CH:18]=[CH:17][C:16]([O:19][C:2]2[CH:7]=[CH:6][C:5]([N+:8]([O-:10])=[O:9])=[CH:4][CH:3]=2)=[CH:15][CH:14]=1. The catalyst class is: 16.